This data is from Forward reaction prediction with 1.9M reactions from USPTO patents (1976-2016). The task is: Predict the product of the given reaction. Given the reactants N[C:2]1[CH:11]=[C:10]2[C:5]([CH2:6][CH2:7][NH:8][C:9]2=[O:12])=[CH:4][CH:3]=1.[BrH:13].N([O-])=O.[Na+], predict the reaction product. The product is: [Br:13][C:2]1[CH:11]=[C:10]2[C:5]([CH2:6][CH2:7][NH:8][C:9]2=[O:12])=[CH:4][CH:3]=1.